Binary Classification. Given a drug SMILES string, predict its activity (active/inactive) in a high-throughput screening assay against a specified biological target. From a dataset of Cav3 T-type calcium channel HTS with 100,875 compounds. The molecule is O1c2c(C(C(=O)N3CCN(CC3)c3c(OCC)cccc3)c3c1cccc3)cccc2. The result is 0 (inactive).